This data is from Catalyst prediction with 721,799 reactions and 888 catalyst types from USPTO. The task is: Predict which catalyst facilitates the given reaction. (1) Reactant: [NH2:1][C:2]1[C:7]([C:8]#[N:9])=[C:6]([C:10]2[CH:19]=[CH:18][C:13]3[O:14][CH2:15][CH2:16][O:17][C:12]=3[CH:11]=2)[C:5]([C:20]#[N:21])=[C:4]([SH:22])[N:3]=1.[CH2:23](Br)[C:24]1[CH:29]=[CH:28][CH:27]=[CH:26][CH:25]=1.C(=O)(O)[O-].[Na+].O. Product: [NH2:1][C:2]1[C:7]([C:8]#[N:9])=[C:6]([C:10]2[CH:19]=[CH:18][C:13]3[O:14][CH2:15][CH2:16][O:17][C:12]=3[CH:11]=2)[C:5]([C:20]#[N:21])=[C:4]([S:22][CH2:23][C:24]2[CH:29]=[CH:28][CH:27]=[CH:26][CH:25]=2)[N:3]=1. The catalyst class is: 3. (2) Reactant: [I-].ClC1C=CC=C[N+]=1C.C(N(CC)CC)C.[CH:17]1([C:23]2[NH:27][C:26](=[O:28])[C:25]3([CH2:33][CH2:32][N:31]([S:34]([CH2:37][C:38](=O)[C:39]4[CH:44]=[CH:43][CH:42]=[CH:41][C:40]=4[CH3:45])(=[O:36])=[O:35])[CH2:30][CH2:29]3)[N:24]=2)[CH2:22][CH2:21][CH2:20][CH2:19][CH2:18]1.[OH-].[Na+]. Product: [CH:17]1([C:23]2[NH:27][C:26](=[O:28])[C:25]3([CH2:33][CH2:32][N:31]([S:34]([C:37]#[C:38][C:39]4[CH:44]=[CH:43][CH:42]=[CH:41][C:40]=4[CH3:45])(=[O:36])=[O:35])[CH2:30][CH2:29]3)[N:24]=2)[CH2:22][CH2:21][CH2:20][CH2:19][CH2:18]1. The catalyst class is: 2. (3) Reactant: [C:1]([C:5]1[CH:24]=[CH:23][C:8]2[NH:9][C:10]([CH2:12][CH:13]3[CH2:16][CH:15]([C:17]([N:19]([O:21][CH3:22])[CH3:20])=[O:18])[CH2:14]3)=[N:11][C:7]=2[CH:6]=1)([CH3:4])([CH3:3])[CH3:2].C(=O)([O-])[O-].[K+].[K+].[CH3:31][Si:32]([CH3:39])([CH3:38])[CH2:33][CH2:34][O:35][CH2:36]Cl. Product: [C:1]([C:5]1[CH:24]=[CH:23][C:8]2[N:9]([CH2:36][O:35][CH2:34][CH2:33][Si:32]([CH3:39])([CH3:38])[CH3:31])[C:10]([CH2:12][CH:13]3[CH2:16][CH:15]([C:17]([N:19]([O:21][CH3:22])[CH3:20])=[O:18])[CH2:14]3)=[N:11][C:7]=2[CH:6]=1)([CH3:4])([CH3:2])[CH3:3]. The catalyst class is: 9. (4) Reactant: Cl[C:2]1[N:6]=[C:5]([CH:7]2[CH2:12][CH:11]([C:13]3[CH:18]=[CH:17][C:16]([C:19]([F:22])([F:21])[F:20])=[CH:15][CH:14]=3)[CH2:10][N:9]([C:23]([N:25]3[CH2:30][CH2:29][O:28][CH2:27][CH2:26]3)=[O:24])[CH2:8]2)[O:4][N:3]=1.[NH:31]1[CH2:36][CH2:35][CH2:34][CH2:33][CH2:32]1. Product: [N:25]1([C:23]([N:9]2[CH2:10][CH:11]([C:13]3[CH:18]=[CH:17][C:16]([C:19]([F:22])([F:21])[F:20])=[CH:15][CH:14]=3)[CH2:12][CH:7]([C:5]3[O:4][N:3]=[C:2]([N:31]4[CH2:36][CH2:35][CH2:34][CH2:33][CH2:32]4)[N:6]=3)[CH2:8]2)=[O:24])[CH2:30][CH2:29][O:28][CH2:27][CH2:26]1. The catalyst class is: 8. (5) Reactant: FC1C([O:8][C:9]([C:11]2[CH:12]=[N:13][C:14]3[C:19]([C:20]=2[NH:21][CH2:22][C:23]2[CH:28]=[CH:27][C:26]([O:29][CH3:30])=[C:25]([Cl:31])[CH:24]=2)=[CH:18][C:17]([C:32]#[N:33])=[CH:16][CH:15]=3)=O)=C(F)C(F)=C(F)C=1F. Product: [Cl:31][C:25]1[CH:24]=[C:23]([CH2:22][NH:21][C:20]2[C:19]3[C:14](=[CH:15][CH:16]=[C:17]([C:32]#[N:33])[CH:18]=3)[N:13]=[CH:12][C:11]=2[CH2:9][OH:8])[CH:28]=[CH:27][C:26]=1[O:29][CH3:30]. The catalyst class is: 3. (6) Reactant: [NH2:1][C:2]1[N:3]([CH3:26])[C:4](=[O:25])[C:5]([C:14]2[CH:19]=[CH:18][C:17]([O:20][CH:21]([F:23])[F:22])=[C:16]([CH3:24])[CH:15]=2)([C:7]2[CH:12]=[CH:11][CH:10]=[C:9]([F:13])[CH:8]=2)[N:6]=1.[ClH:27]. Product: [ClH:27].[NH2:1][C:2]1[N:3]([CH3:26])[C:4](=[O:25])[C:5]([C:14]2[CH:19]=[CH:18][C:17]([O:20][CH:21]([F:23])[F:22])=[C:16]([CH3:24])[CH:15]=2)([C:7]2[CH:12]=[CH:11][CH:10]=[C:9]([F:13])[CH:8]=2)[N:6]=1. The catalyst class is: 2. (7) Reactant: Br[C:2]1[CH:3]=[CH:4][C:5]2[N:6]([CH:8]=[C:9]([C:11]([NH:13][C:14]3[CH:19]=[CH:18][CH:17]=[CH:16][CH:15]=3)=[O:12])[N:10]=2)[CH:7]=1.[N:20]1[CH:25]=[CH:24][CH:23]=[C:22](B(O)O)[CH:21]=1.C(=O)([O-])[O-].[Na+].[Na+].C(#N)C. Product: [C:14]1([NH:13][C:11]([C:9]2[N:10]=[C:5]3[CH:4]=[CH:3][C:2]([C:22]4[CH:21]=[N:20][CH:25]=[CH:24][CH:23]=4)=[CH:7][N:6]3[CH:8]=2)=[O:12])[CH:19]=[CH:18][CH:17]=[CH:16][CH:15]=1. The catalyst class is: 206. (8) Reactant: [CH3:1][C:2]1[N:3]([CH2:8][C:9]([O:11][CH2:12][CH3:13])=[O:10])[C:4]([CH3:7])=[CH:5][CH:6]=1.[Cl-].C([Al+]CC)C.[O:20]1[CH2:25][CH2:24][N:23]([S:26]([C:29]2[CH:37]=[CH:36][CH:35]=[CH:34][C:30]=2[C:31](Cl)=[O:32])(=[O:28])=[O:27])[CH2:22][CH2:21]1. Product: [CH3:7][C:4]1[N:3]([CH2:8][C:9]([O:11][CH2:12][CH3:13])=[O:10])[C:2]([CH3:1])=[CH:6][C:5]=1[C:31](=[O:32])[C:30]1[CH:34]=[CH:35][CH:36]=[CH:37][C:29]=1[S:26]([N:23]1[CH2:22][CH2:21][O:20][CH2:25][CH2:24]1)(=[O:28])=[O:27]. The catalyst class is: 4. (9) Reactant: [C:1]([C:3]1[C:8]([C:9]2[N:13]([S:14]([C:17]3[CH:22]=[CH:21][CH:20]=[CH:19][CH:18]=3)(=[O:16])=[O:15])[CH:12]=[C:11]([CH2:23][N:24](C)[C:25](=O)OC(C)(C)C)[CH:10]=2)=[CH:7][CH:6]=[CH:5][N:4]=1)#[N:2].C(OCC)(=O)C.[ClH:39]. Product: [ClH:39].[CH3:25][NH:24][CH2:23][C:11]1[CH:10]=[C:9]([C:8]2[C:3]([C:1]#[N:2])=[N:4][CH:5]=[CH:6][CH:7]=2)[N:13]([S:14]([C:17]2[CH:18]=[CH:19][CH:20]=[CH:21][CH:22]=2)(=[O:16])=[O:15])[CH:12]=1. The catalyst class is: 370. (10) Reactant: Cl.[C:2]1([C:8]2[CH2:9][CH2:10][NH:11][CH2:12][CH:13]=2)[CH:7]=[CH:6][CH:5]=[CH:4][CH:3]=1.C(N(CC)CC)C.Br[CH2:22][CH2:23][C:24]([O:26]C)=[O:25]. The catalyst class is: 2. Product: [C:2]1([C:8]2[CH2:13][CH2:12][N:11]([CH2:22][CH2:23][C:24]([OH:26])=[O:25])[CH2:10][CH:9]=2)[CH:7]=[CH:6][CH:5]=[CH:4][CH:3]=1.